Predict the product of the given reaction. From a dataset of Forward reaction prediction with 1.9M reactions from USPTO patents (1976-2016). (1) Given the reactants [C:1]([O:5][C:6]([N:8]1[CH2:13][CH2:12][C:11](=O)[CH2:10][CH2:9]1)=[O:7])([CH3:4])([CH3:3])[CH3:2].[Br:15][C:16]1[CH:22]=[CH:21][C:19]([NH2:20])=[CH:18][CH:17]=1, predict the reaction product. The product is: [Br:15][C:16]1[CH:22]=[CH:21][C:19]([NH:20][CH:11]2[CH2:12][CH2:13][N:8]([C:6]([O:5][C:1]([CH3:4])([CH3:3])[CH3:2])=[O:7])[CH2:9][CH2:10]2)=[CH:18][CH:17]=1. (2) Given the reactants [NH:1]1[CH2:9][CH2:8][CH2:7][CH:3]([C:4]([OH:6])=[O:5])[CH2:2]1.[CH2:10](Br)[C:11]1[CH:16]=[CH:15][CH:14]=[CH:13][CH:12]=1.C(=O)([O-])[O-].[K+].[K+], predict the reaction product. The product is: [CH2:10]([O:5][C:4]([CH:3]1[CH2:7][CH2:8][CH2:9][N:1]([CH2:10][C:11]2[CH:16]=[CH:15][CH:14]=[CH:13][CH:12]=2)[CH2:2]1)=[O:6])[C:11]1[CH:16]=[CH:15][CH:14]=[CH:13][CH:12]=1. (3) The product is: [CH3:1][N:2]1[CH2:8][C:6](=[O:7])[N:5]([CH2:18][C:17]2[CH:20]=[CH:21][C:14]([N+:11]([O-:13])=[O:12])=[CH:15][CH:16]=2)[C:3]1=[O:4]. Given the reactants [CH3:1][N:2]1[CH2:8][C:6](=[O:7])[NH:5][C:3]1=[O:4].[H-].[Na+].[N+:11]([C:14]1[CH:21]=[CH:20][C:17]([CH2:18]Br)=[CH:16][CH:15]=1)([O-:13])=[O:12].O, predict the reaction product. (4) Given the reactants [NH2:1][C:2]1[CH:14]=[C:13]2[C:5]([C:6]3[CH:7]=[C:8](Br)[CH:9]=[C:10]([C:15]([NH2:17])=[O:16])[C:11]=3[NH:12]2)=[CH:4][CH:3]=1.[C:19]1([CH3:28])[CH:24]=[CH:23][CH:22]=[C:21](B(O)O)[CH:20]=1.C([O-])([O-])=O.[Na+].[Na+], predict the reaction product. The product is: [NH2:1][C:2]1[CH:14]=[C:13]2[C:5]([C:6]3[CH:7]=[C:8]([C:21]4[CH:20]=[C:19]([CH3:28])[CH:24]=[CH:23][CH:22]=4)[CH:9]=[C:10]([C:15]([NH2:17])=[O:16])[C:11]=3[NH:12]2)=[CH:4][CH:3]=1. (5) The product is: [N:16]1[C:15]([CH2:14][CH2:13][N:9]2[C:10](=[O:12])[C:11]3[C:6](=[CH:5][CH:4]=[CH:3][C:2]=3[NH:76][C@@H:77]3[CH2:81][CH2:80][N:79]([C:82]([O:84][C:85]([CH3:88])([CH3:87])[CH3:86])=[O:83])[CH2:78]3)[CH:7]=[N:8]2)=[CH:23][N:18]2[CH:19]=[CH:20][CH:21]=[CH:22][C:17]=12. Given the reactants Cl[C:2]1[CH:3]=[CH:4][CH:5]=[C:6]2[C:11]=1[C:10](=[O:12])[N:9]([CH2:13][CH2:14][C:15]1[N:16]=[C:17]3[CH:22]=[CH:21][CH:20]=[CH:19][N:18]3[CH:23]=1)[N:8]=[CH:7]2.C1C=CC(P(C2C(C3C(P(C4C=CC=CC=4)C4C=CC=CC=4)=CC=C4C=3C=CC=C4)=C3C(C=CC=C3)=CC=2)C2C=CC=CC=2)=CC=1.C(=O)([O-])[O-].[Cs+].[Cs+].[NH2:76][C@@H:77]1[CH2:81][CH2:80][N:79]([C:82]([O:84][C:85]([CH3:88])([CH3:87])[CH3:86])=[O:83])[CH2:78]1, predict the reaction product. (6) The product is: [Br:1][C:2]1[CH:3]=[CH:4][C:5]2[S:9][C:8]([CH2:10][CH2:11][O:12][S:21]([CH3:24])(=[O:23])=[O:22])=[N:7][C:6]=2[CH:13]=1. Given the reactants [Br:1][C:2]1[CH:3]=[CH:4][C:5]2[S:9][C:8]([CH2:10][CH2:11][OH:12])=[N:7][C:6]=2[CH:13]=1.CCN(CC)CC.[S:21](Cl)([CH3:24])(=[O:23])=[O:22], predict the reaction product. (7) Given the reactants [BH4-].[Na+].C1COCC1.C[O:9][C:10](=O)[C:11]1[CH:16]=[CH:15][CH:14]=[C:13]([CH2:17][N:18]([CH2:27][CH2:28][CH2:29][O:30][C:31]2[CH:32]=[C:33]3[C:38](=[CH:39][CH:40]=2)[N:37]([CH3:41])[C:36](=[O:42])[CH:35]=[CH:34]3)[CH2:19][CH2:20][C:21]2[CH:22]=[N:23][CH:24]=[CH:25][CH:26]=2)[CH:12]=1.[ClH:44], predict the reaction product. The product is: [ClH:44].[ClH:44].[OH:9][CH2:10][C:11]1[CH:12]=[C:13]([CH:14]=[CH:15][CH:16]=1)[CH2:17][N:18]([CH2:27][CH2:28][CH2:29][O:30][C:31]1[CH:32]=[C:33]2[C:38](=[CH:39][CH:40]=1)[N:37]([CH3:41])[C:36](=[O:42])[CH:35]=[CH:34]2)[CH2:19][CH2:20][C:21]1[CH:22]=[N:23][CH:24]=[CH:25][CH:26]=1.